This data is from Catalyst prediction with 721,799 reactions and 888 catalyst types from USPTO. The task is: Predict which catalyst facilitates the given reaction. (1) Reactant: [C:1]([O:5][C:6]([NH:8][NH:9][C:10]1[CH:44]=[CH:43][C:13]([C:14]([O:16][CH2:17][C@@H:18]2[C@@H:25]3[C@@H:21]([O:22]C(C)(C)[O:24]3)[C@H:20]([N:28]3[C:36](=[O:37])[N:35]([CH2:38][CH:39]=[CH2:40])[C:34]4[C:33](=[O:41])[NH:32][C:31]([NH2:42])=[N:30][C:29]3=4)[O:19]2)=[O:15])=[CH:12][N:11]=1)=[O:7])([CH3:4])([CH3:3])[CH3:2].Cl(O)(=O)(=O)=O.C1COCC1.C([O-])(O)=O.[Na+]. Product: [C:1]([O:5][C:6]([NH:8][NH:9][C:10]1[CH:44]=[CH:43][C:13]([C:14]([O:16][CH2:17][C@@H:18]2[C@@H:25]([OH:24])[C@@H:21]([OH:22])[C@H:20]([N:28]3[C:36](=[O:37])[N:35]([CH2:38][CH:39]=[CH2:40])[C:34]4[C:33](=[O:41])[NH:32][C:31]([NH2:42])=[N:30][C:29]3=4)[O:19]2)=[O:15])=[CH:12][N:11]=1)=[O:7])([CH3:2])([CH3:3])[CH3:4]. The catalyst class is: 6. (2) Reactant: [Br:1][C:2]1[CH:3]=[C:4]([N:13]([CH:17]([CH2:19][CH3:20])[CH3:18])[C:14](=[O:16])[CH3:15])[C:5]([CH3:12])=[C:6]([CH:11]=1)[C:7]([O:9]C)=[O:8].[OH-].[Na+].Cl. Product: [Br:1][C:2]1[CH:3]=[C:4]([N:13]([CH:17]([CH2:19][CH3:20])[CH3:18])[C:14](=[O:16])[CH3:15])[C:5]([CH3:12])=[C:6]([CH:11]=1)[C:7]([OH:9])=[O:8]. The catalyst class is: 5. (3) Reactant: Cl.[CH:2]1([NH:7][C:8]([NH2:10])=[NH:9])[CH2:6][CH2:5][CH2:4][CH2:3]1.[O-]CC.[Na+].[F:15][C:16]1[CH:21]=[CH:20][C:19]([C:22]2[C:34]([C:35](=O)[C:36]#[CH:37])=[C:25]3[CH:26]=[CH:27][C:28]([C:30]([F:33])([F:32])[F:31])=[CH:29][N:24]3[N:23]=2)=[CH:18][CH:17]=1. Product: [CH:2]1([NH:7][C:8]2[N:10]=[C:35]([C:34]3[C:22]([C:19]4[CH:18]=[CH:17][C:16]([F:15])=[CH:21][CH:20]=4)=[N:23][N:24]4[CH:29]=[C:28]([C:30]([F:32])([F:31])[F:33])[CH:27]=[CH:26][C:25]=34)[CH:36]=[CH:37][N:9]=2)[CH2:6][CH2:5][CH2:4][CH2:3]1. The catalyst class is: 40. (4) Reactant: C1C=C[NH+]=CC=1.[O-][Cr](Cl)(=O)=O.[I:12][C:13]1[CH:14]=[C:15]2[C:20](=[CH:21][CH:22]=1)[O:19][CH2:18][CH:17]=[C:16]2[OH:23]. Product: [I:12][C:13]1[CH:14]=[C:15]2[C:20](=[CH:21][CH:22]=1)[O:19][CH2:18][CH2:17][C:16]2=[O:23]. The catalyst class is: 2. (5) Reactant: [CH3:1][O:2][C:3]([CH:5]1[CH2:10][CH:9]([C:11]([O:13][CH3:14])=[O:12])[CH2:8][NH:7][CH2:6]1)=[O:4].[CH3:15][C:16]([O:19][C:20](O[C:20]([O:19][C:16]([CH3:18])([CH3:17])[CH3:15])=[O:21])=[O:21])([CH3:18])[CH3:17]. Product: [CH3:1][O:2][C:3]([CH:5]1[CH2:10][CH:9]([C:11]([O:13][CH3:14])=[O:12])[CH2:8][N:7]([C:20]([O:19][C:16]([CH3:18])([CH3:17])[CH3:15])=[O:21])[CH2:6]1)=[O:4]. The catalyst class is: 2.